Dataset: Reaction yield outcomes from USPTO patents with 853,638 reactions. Task: Predict the reaction yield, written as a fraction of the theoretical maximum amount of product (1.0 means a 100% yield; for example, 0.34 means a 34% yield). (1) The reactants are [C:1]([O:9][CH:10]([O:14][C:15]([NH:17][CH2:18][C:19]1([CH2:25][C:26]([OH:28])=[O:27])[CH2:24][CH2:23][CH2:22][CH2:21][CH2:20]1)=[O:16])[CH:11]([CH3:13])[CH3:12])(=[O:8])[C:2]1[CH:7]=[CH:6][CH:5]=[CH:4][CH:3]=1.[CH:29]1C=CC=CC=1.C[Si](C=[N+]=[N-])(C)C. The catalyst is CO. The product is [C:1]([O:9][CH:10]([O:14][C:15]([NH:17][CH2:18][C:19]1([CH2:25][C:26]([O:28][CH3:29])=[O:27])[CH2:24][CH2:23][CH2:22][CH2:21][CH2:20]1)=[O:16])[CH:11]([CH3:12])[CH3:13])(=[O:8])[C:2]1[CH:3]=[CH:4][CH:5]=[CH:6][CH:7]=1. The yield is 0.640. (2) The reactants are [NH2:1][C:2]1[CH:3]=[C:4]2[C:9](=[CH:10][CH:11]=1)[N:8]=[CH:7][C:6]([C:12]#[N:13])=[C:5]2[NH:14][C:15]1[CH:20]=[CH:19][C:18]([F:21])=[C:17]([Cl:22])[CH:16]=1.[CH:23]([C:25]1[N:26]([CH3:39])[C:27]2[C:32]([CH:33]=1)=[CH:31][CH:30]=[C:29]([C:34]([N:36]([CH3:38])[CH3:37])=[O:35])[CH:28]=2)=O.[BH3-]C#N.[Na+]. The catalyst is CCO. The product is [Cl:22][C:17]1[CH:16]=[C:15]([NH:14][C:5]2[C:4]3[C:9](=[CH:10][CH:11]=[C:2]([NH:1][CH2:23][C:25]4[N:26]([CH3:39])[C:27]5[C:32]([CH:33]=4)=[CH:31][CH:30]=[C:29]([C:34]([N:36]([CH3:38])[CH3:37])=[O:35])[CH:28]=5)[CH:3]=3)[N:8]=[CH:7][C:6]=2[C:12]#[N:13])[CH:20]=[CH:19][C:18]=1[F:21]. The yield is 0.760.